This data is from Full USPTO retrosynthesis dataset with 1.9M reactions from patents (1976-2016). The task is: Predict the reactants needed to synthesize the given product. (1) Given the product [CH:27]([O:26][C:22]1[CH:21]=[C:20]([CH:25]=[CH:24][CH:23]=1)[C:19]([C:8]1[C:9]2[C:14](=[CH:13][C:12]([O:15][CH3:16])=[C:11]([O:17][CH3:18])[CH:10]=2)[C:5]([CH2:4][C:3]([OH:32])=[O:2])=[CH:6][N:7]=1)=[O:31])([CH2:29][CH3:30])[CH3:28], predict the reactants needed to synthesize it. The reactants are: C[O:2][C:3](=[O:32])[CH2:4][C:5]1[C:14]2[C:9](=[CH:10][C:11]([O:17][CH3:18])=[C:12]([O:15][CH3:16])[CH:13]=2)[C:8]([C:19](=[O:31])[C:20]2[CH:25]=[CH:24][CH:23]=[C:22]([O:26][CH:27]([CH2:29][CH3:30])[CH3:28])[CH:21]=2)=[N:7][CH:6]=1.[OH-].[Na+]. (2) Given the product [CH2:24]([O:23][C:21]1[CH:20]=[CH:19][N:18]=[C:17]([C:12]2[CH:13]=[C:14]([O:16][CH3:28])[CH:15]=[C:10]([C:6]3[CH:5]=[C:4]([O:3][CH2:1][CH3:2])[CH:9]=[CH:8][N:7]=3)[N:11]=2)[CH:22]=1)[CH3:25], predict the reactants needed to synthesize it. The reactants are: [CH2:1]([O:3][C:4]1[CH:9]=[CH:8][N:7]=[C:6]([C:10]2[NH:11][C:12]([C:17]3[CH:22]=[C:21]([O:23][CH2:24][CH3:25])[CH:20]=[CH:19][N:18]=3)=[CH:13][C:14](=[O:16])[CH:15]=2)[CH:5]=1)[CH3:2].[H-].[Na+].[CH3:28]I.O. (3) The reactants are: C[O:2][C:3]([C@H:5]1[CH2:10][CH2:9][C@H:8]([C:11]2[O:12][C:13]([Cl:17])=[C:14]([CH3:16])[N:15]=2)[CH2:7][CH2:6]1)=[O:4].[OH-].[Na+]. Given the product [Cl:17][C:13]1[O:12][C:11]([C@H:8]2[CH2:7][CH2:6][C@H:5]([C:3]([OH:4])=[O:2])[CH2:10][CH2:9]2)=[N:15][C:14]=1[CH3:16], predict the reactants needed to synthesize it. (4) Given the product [NH2:26][C:24]1[C:25]2[C:17]([C:14]3[CH:15]=[CH:16][C:11]([NH:10][C:7](=[O:8])[O:6][CH2:1][C:2]([CH3:5])([CH3:4])[CH3:3])=[C:12]([O:32][CH3:33])[CH:13]=3)=[CH:18][N:19]([CH:27]3[CH2:28][CH2:29][CH2:30][CH2:31]3)[C:20]=2[N:21]=[CH:22][N:23]=1, predict the reactants needed to synthesize it. The reactants are: [CH2:1]([O:6][C:7](Cl)=[O:8])[C:2]([CH3:5])([CH3:4])[CH3:3].[NH2:10][C:11]1[CH:16]=[CH:15][C:14]([C:17]2[C:25]3[C:24]([NH2:26])=[N:23][CH:22]=[N:21][C:20]=3[N:19]([CH:27]3[CH2:31][CH2:30][CH2:29][CH2:28]3)[CH:18]=2)=[CH:13][C:12]=1[O:32][CH3:33]. (5) Given the product [Br:46][CH2:2][CH2:3][O:4][C:5]1[C:10]([CH3:11])=[CH:9][C:8]([C:12]2[NH:21][C:20](=[O:22])[C:19]3[C:14](=[CH:15][CH:16]=[CH:17][C:18]=3[O:23][CH3:24])[N:13]=2)=[CH:7][C:6]=1[CH3:25], predict the reactants needed to synthesize it. The reactants are: O[CH2:2][CH2:3][O:4][C:5]1[C:10]([CH3:11])=[CH:9][C:8]([C:12]2[NH:21][C:20](=[O:22])[C:19]3[C:14](=[CH:15][CH:16]=[CH:17][C:18]=3[O:23][CH3:24])[N:13]=2)=[CH:7][C:6]=1[CH3:25].C1(P(C2C=CC=CC=2)C2C=CC=CC=2)C=CC=CC=1.C(Br)(Br)(Br)[Br:46]. (6) Given the product [CH3:18][C:10]1[C:9]([O:8][C:6]2[CH:5]=[CH:4][N:3]=[C:2]([NH:26][C:24]([N:19]3[CH2:23][CH2:22][CH2:21][CH2:20]3)=[O:25])[CH:7]=2)=[CH:14][CH:13]=[C:12]([N+:15]([O-:17])=[O:16])[N:11]=1, predict the reactants needed to synthesize it. The reactants are: Cl[C:2]1[CH:7]=[C:6]([O:8][C:9]2[C:10]([CH3:18])=[N:11][C:12]([N+:15]([O-:17])=[O:16])=[CH:13][CH:14]=2)[CH:5]=[CH:4][N:3]=1.[N:19]1([C:24]([NH2:26])=[O:25])[CH2:23][CH2:22][CH2:21][CH2:20]1.C([O-])([O-])=O.[Cs+].[Cs+].CC1(C)C2C(=C(P(C3C=CC=CC=3)C3C=CC=CC=3)C=CC=2)OC2C(P(C3C=CC=CC=3)C3C=CC=CC=3)=CC=CC1=2. (7) Given the product [F:1][C:2]([F:7])([F:6])[C:3]([OH:5])=[O:4].[Cl:15][C:16]1[CH:17]=[N:18][C:19]2[NH:20][C:21]3[CH:22]=[CH:23][CH:24]=[C:25]([CH:46]=3)[CH2:26][CH2:27][C:28]3[CH:36]=[C:32]([NH:33][C:34]=1[N:35]=2)[CH:31]=[CH:30][C:29]=3[NH:37][C:38]([CH:40]1[CH2:45][CH2:44][N:43]([C:53](=[O:54])[C:52]2[CH:56]=[CH:57][C:49]([C:47]#[N:48])=[CH:50][CH:51]=2)[CH2:42][CH2:41]1)=[O:39], predict the reactants needed to synthesize it. The reactants are: [F:1][C:2]([F:7])([F:6])[C:3]([OH:5])=[O:4].FC(F)(F)C(O)=O.[Cl:15][C:16]1[CH:17]=[N:18][C:19]2[NH:20][C:21]3[CH:22]=[CH:23][CH:24]=[C:25]([CH:46]=3)[CH2:26][CH2:27][C:28]3[CH:36]=[C:32]([NH:33][C:34]=1[N:35]=2)[CH:31]=[CH:30][C:29]=3[NH:37][C:38]([CH:40]1[CH2:45][CH2:44][NH:43][CH2:42][CH2:41]1)=[O:39].[C:47]([C:49]1[CH:57]=[CH:56][C:52]([C:53](Cl)=[O:54])=[CH:51][CH:50]=1)#[N:48]. (8) Given the product [CH3:12][C:11]1([CH3:13])[O:1][CH:2]([CH2:3][C:4]([NH2:6])=[O:5])[CH2:7][O:8]1, predict the reactants needed to synthesize it. The reactants are: [OH:1][CH:2]([CH2:7][OH:8])[CH2:3][C:4]([NH2:6])=[O:5].CO[C:11](OC)([CH3:13])[CH3:12].C(=O)([O-])[O-].[Na+].[Na+].CO.